This data is from Forward reaction prediction with 1.9M reactions from USPTO patents (1976-2016). The task is: Predict the product of the given reaction. (1) Given the reactants [CH2:1]([O:3][C:4]([C:6]1[C:7]([CH3:20])=[C:8]([C:13]([O:15][C:16]([CH3:19])([CH3:18])[CH3:17])=[O:14])[NH:9][C:10]=1[CH:11]=O)=[O:5])[CH3:2].[CH2:21]([O:23][C:24]([CH:26]=P(C1C=CC=CC=1)(C1C=CC=CC=1)C1C=CC=CC=1)=[O:25])[CH3:22], predict the reaction product. The product is: [CH2:1]([O:3][C:4]([C:6]1[C:7]([CH3:20])=[C:8]([C:13]([O:15][C:16]([CH3:19])([CH3:18])[CH3:17])=[O:14])[NH:9][C:10]=1[CH:11]=[CH:26][C:24]([O:23][CH2:21][CH3:22])=[O:25])=[O:5])[CH3:2]. (2) Given the reactants [CH2:1]([C:8]1[CH:41]=[CH:40][C:11]([CH2:12][N:13]([C:29]2[CH:30]=[CH:31][C:32]([OH:39])=[C:33]([CH:38]=2)[C:34]([O:36]C)=[O:35])[C:14](=[O:28])[C:15]2[CH:20]=[CH:19][C:18]([O:21][C:22]3[CH:27]=[CH:26][CH:25]=[CH:24][CH:23]=3)=[CH:17][CH:16]=2)=[CH:10][CH:9]=1)[CH2:2][CH2:3][CH2:4][CH2:5][CH2:6][CH3:7], predict the reaction product. The product is: [CH2:1]([C:8]1[CH:9]=[CH:10][C:11]([CH2:12][N:13]([C:29]2[CH:30]=[CH:31][C:32]([OH:39])=[C:33]([CH:38]=2)[C:34]([OH:36])=[O:35])[C:14](=[O:28])[C:15]2[CH:20]=[CH:19][C:18]([O:21][C:22]3[CH:27]=[CH:26][CH:25]=[CH:24][CH:23]=3)=[CH:17][CH:16]=2)=[CH:40][CH:41]=1)[CH2:2][CH2:3][CH2:4][CH2:5][CH2:6][CH3:7]. (3) Given the reactants Br[C:2]1[S:3][CH:4]=[CH:5][N:6]=1.[O:7]([C:14]1[CH:15]=[C:16]([CH:18]=[CH:19][CH:20]=1)[NH2:17])[C:8]1[CH:13]=[CH:12][CH:11]=[CH:10][CH:9]=1.Cl, predict the reaction product. The product is: [O:7]([C:14]1[CH:15]=[C:16]([NH:17][C:2]2[S:3][CH:4]=[CH:5][N:6]=2)[CH:18]=[CH:19][CH:20]=1)[C:8]1[CH:9]=[CH:10][CH:11]=[CH:12][CH:13]=1. (4) Given the reactants [F:1][C:2]1[CH:3]=[C:4](Br)[CH:5]=[CH:6][C:7]=1[F:8].[NH:10]1[CH2:15][CH2:14][NH:13][CH2:12][CH2:11]1.CC(C)([O-])C.[Na+].C1C=CC(P(C2C(C3C(P(C4C=CC=CC=4)C4C=CC=CC=4)=CC=C4C=3C=CC=C4)=C3C(C=CC=C3)=CC=2)C2C=CC=CC=2)=CC=1, predict the reaction product. The product is: [F:1][C:2]1[CH:3]=[C:4]([N:10]2[CH2:15][CH2:14][NH:13][CH2:12][CH2:11]2)[CH:5]=[CH:6][C:7]=1[F:8].